From a dataset of Retrosynthesis with 50K atom-mapped reactions and 10 reaction types from USPTO. Predict the reactants needed to synthesize the given product. (1) Given the product Cc1ccc(S(=O)(=O)O[C@H]2C[C@@H](C(=O)Nc3ccc4c(c3)CCC4)N(C(=O)OC(C)(C)C)C2)cc1, predict the reactants needed to synthesize it. The reactants are: CC(C)(C)OC(=O)N1C[C@@H](O)C[C@H]1C(=O)Nc1ccc2c(c1)CCC2.Cc1ccc(S(=O)(=O)Cl)cc1. (2) Given the product COC(=O)c1cc(C(=O)NCCC#N)cc(C(C)(C)C)c1, predict the reactants needed to synthesize it. The reactants are: COC(=O)c1cc(C(=O)O)cc(C(C)(C)C)c1.N#CCCN. (3) Given the product CCN1C(=O)CCCc2c1ccc(Nc1ncc(Cl)c(Nc3ccccc3-n3cccn3)n1)c2OC, predict the reactants needed to synthesize it. The reactants are: CCN1C(=O)CCCc2c1ccc(N)c2OC.Clc1ncc(Cl)c(Nc2ccccc2-n2cccn2)n1. (4) Given the product Nc1ccc(N2CCN(C3COC3)CC2)cc1, predict the reactants needed to synthesize it. The reactants are: O=[N+]([O-])c1ccc(N2CCN(C3COC3)CC2)cc1. (5) Given the product O=[N+]([O-])c1ccc(F)c(F)c1OCc1ccccc1, predict the reactants needed to synthesize it. The reactants are: BrCc1ccccc1.O=[N+]([O-])c1ccc(F)c(F)c1O. (6) Given the product NC(=O)Nc1cc(-c2cccc(Cl)c2)sc1C(N)=O, predict the reactants needed to synthesize it. The reactants are: C[Si](C)(C)N=C=O.NC(=O)c1sc(-c2cccc(Cl)c2)cc1N.